The task is: Predict which catalyst facilitates the given reaction.. This data is from Catalyst prediction with 721,799 reactions and 888 catalyst types from USPTO. (1) Reactant: [CH3:1][C:2]([CH3:7])([CH3:6])[C:3](Cl)=[O:4].[N+:8]([C:11]1[C:12]([Cl:20])=[C:13]([CH:16]=[CH:17][C:18]=1[Cl:19])[CH2:14][NH2:15])([O-:10])=[O:9]. Product: [N+:8]([C:11]1[C:12]([Cl:20])=[C:13]([CH:16]=[CH:17][C:18]=1[Cl:19])[CH2:14][NH:15][C:3](=[O:4])[C:2]([CH3:7])([CH3:6])[CH3:1])([O-:10])=[O:9]. The catalyst class is: 1. (2) Reactant: CN(C)CCCN=C=NCC.[NH2:12][CH2:13][CH:14]([C:16]1[CH:21]=[CH:20][CH:19]=[CH:18][CH:17]=1)[OH:15].[CH3:22][O:23][C:24](=[O:34])[CH2:25][CH2:26][CH2:27][CH2:28][CH2:29][CH2:30][C:31](O)=[O:32].ON1C2C=CC=CC=2N=N1. Product: [CH3:22][O:23][C:24](=[O:34])[CH2:25][CH2:26][CH2:27][CH2:28][CH2:29][CH2:30][C:31](=[O:32])[NH:12][CH2:13][CH:14]([OH:15])[C:16]1[CH:21]=[CH:20][CH:19]=[CH:18][CH:17]=1. The catalyst class is: 56. (3) Reactant: C(O[C:4]([C:6]1[CH:10]=[C:9]([C:11]2[CH:16]=[C:15]([CH:17]([CH3:19])[CH3:18])[C:14]([O:20][CH2:21][C:22]3[CH:27]=[CH:26][CH:25]=[CH:24][CH:23]=3)=[CH:13][C:12]=2[O:28][CH2:29][C:30]2[CH:35]=[CH:34][CH:33]=[CH:32][CH:31]=2)[O:8][N:7]=1)=[O:5])C.[CH2:36]([NH2:38])[CH3:37]. Product: [CH2:36]([NH:38][C:4]([C:6]1[CH:10]=[C:9]([C:11]2[CH:16]=[C:15]([CH:17]([CH3:18])[CH3:19])[C:14]([O:20][CH2:21][C:22]3[CH:27]=[CH:26][CH:25]=[CH:24][CH:23]=3)=[CH:13][C:12]=2[O:28][CH2:29][C:30]2[CH:35]=[CH:34][CH:33]=[CH:32][CH:31]=2)[O:8][N:7]=1)=[O:5])[CH3:37]. The catalyst class is: 5. (4) Reactant: NC1C(Br)=C[C:5]([O:9]C)=C(Br)N=1.BrC1C(O)=CC=CN=1.[Br:20][C:21]1[C:26](OC)=[CH:25][CH:24]=[C:23]([N+:29]([O-:31])=[O:30])[N:22]=1. Product: [Br:20][C:21]1[CH:26]=[CH:25][C:24]([O:9][CH3:5])=[C:23]([N+:29]([O-:31])=[O:30])[N:22]=1. The catalyst class is: 8. (5) Reactant: N.CC(O)C.ClC(C1C=CC(Cl)=CC=1)(C1N(C)C=NC=1)[C:8]1[CH:9]=[CH:10][C:11]2[N:17](C)[C:16](=[O:19])[CH2:15][N:14]=[C:13](C3C=CC=C(Cl)C=3)[C:12]=2[CH:27]=1. Product: [N:17]1[C:16](=[O:19])[CH:15]=[N:14][CH:13]=[C:12]2[CH:27]=[CH:8][CH:9]=[CH:10][C:11]=12. The catalyst class is: 1. (6) Reactant: C([O:3][C:4](=O)[CH2:5][CH:6]1[CH2:11][CH2:10][N:9]([CH3:12])[CH2:8][CH2:7]1)C.[NH2:14][NH2:15]. Product: [CH3:12][N:9]1[CH2:10][CH2:11][CH:6]([CH2:5][C:4]([NH:14][NH2:15])=[O:3])[CH2:7][CH2:8]1. The catalyst class is: 8. (7) The catalyst class is: 18. Reactant: Cl[C:2]1[CH:7]=[CH:6][C:5]([C:8]#[N:9])=[CH:4][N:3]=1.[SH:10][CH2:11][CH2:12][NH:13][C:14](=[O:20])[O:15][C:16]([CH3:19])([CH3:18])[CH3:17].N12CCCN=C1CCCCC2. Product: [C:8]([C:5]1[CH:6]=[CH:7][C:2]([S:10][CH2:11][CH2:12][NH:13][C:14](=[O:20])[O:15][C:16]([CH3:18])([CH3:17])[CH3:19])=[N:3][CH:4]=1)#[N:9].